This data is from Full USPTO retrosynthesis dataset with 1.9M reactions from patents (1976-2016). The task is: Predict the reactants needed to synthesize the given product. Given the product [CH3:2][N:3]1[C@@H:4]([CH2:8][C:9]2[C:17]3[CH:16]=[C:15]([CH2:18][CH2:19][S:20]([C:23]4[CH:24]=[CH:25][CH:26]=[CH:27][CH:28]=4)(=[O:21])=[O:22])[CH:14]=[CH:13][C:12]=3[NH:11][CH:10]=2)[CH2:5][CH2:6][CH2:7]1.[BrH:1], predict the reactants needed to synthesize it. The reactants are: [BrH:1].[CH3:2][N:3]1[CH2:7][CH2:6][CH2:5][C@@H:4]1[CH2:8][C:9]1[C:17]2[C:12](=[CH:13][CH:14]=[C:15]([CH:18]=[CH:19][S:20]([C:23]3[CH:28]=[CH:27][CH:26]=[CH:25][CH:24]=3)(=[O:22])=[O:21])[CH:16]=2)[NH:11][CH:10]=1.